Dataset: Forward reaction prediction with 1.9M reactions from USPTO patents (1976-2016). Task: Predict the product of the given reaction. (1) Given the reactants [CH2:1]([O:8][C:9]1[CH:30]=[CH:29][C:12]([CH2:13][N:14]2[CH:22]=[N:21][C:20]3[C:15]2=[N:16][C:17]([O:24][CH2:25][CH2:26][CH2:27][CH3:28])=[N:18][C:19]=3[NH2:23])=[CH:11][CH:10]=1)[C:2]1[CH:7]=[CH:6][CH:5]=[CH:4][CH:3]=1.C([O-])(=O)C.[Na+].[Br:36]Br.C(=O)([O-])O.[Na+].S([O-])([O-])(=O)=S.[Na+].[Na+], predict the reaction product. The product is: [CH2:1]([O:8][C:9]1[CH:10]=[CH:11][C:12]([CH2:13][N:14]2[C:22]([Br:36])=[N:21][C:20]3[C:15]2=[N:16][C:17]([O:24][CH2:25][CH2:26][CH2:27][CH3:28])=[N:18][C:19]=3[NH2:23])=[CH:29][CH:30]=1)[C:2]1[CH:3]=[CH:4][CH:5]=[CH:6][CH:7]=1. (2) Given the reactants [NH:1]1[CH2:6][CH2:5][O:4][CH2:3][CH2:2]1.[CH2:7]([O:10][C:11](=[O:22])[C:12]1[CH:17]=[C:16]([N+:18]([O-:20])=[O:19])[CH:15]=[CH:14][C:13]=1F)[CH:8]=[CH2:9], predict the reaction product. The product is: [N:1]1([C:13]2[CH:14]=[CH:15][C:16]([N+:18]([O-:20])=[O:19])=[CH:17][C:12]=2[C:11]([O:10][CH2:7][CH:8]=[CH2:9])=[O:22])[CH2:6][CH2:5][O:4][CH2:3][CH2:2]1. (3) Given the reactants [CH2:1]([O:3][C:4]([CH:6]1[CH2:10][CH2:9][CH2:8][C:7]1=O)=[O:5])[CH3:2].[CH:12]1([NH2:18])[CH2:17][CH2:16][CH2:15][CH2:14][CH2:13]1.C([BH3-])#N.[Na+], predict the reaction product. The product is: [CH2:1]([O:3][C:4]([CH:6]1[CH2:10][CH2:9][CH2:8][CH:7]1[NH:18][CH:12]1[CH2:17][CH2:16][CH2:15][CH2:14][CH2:13]1)=[O:5])[CH3:2]. (4) Given the reactants Br[C:2]1[CH:7]=[CH:6][C:5]([C@@H:8]2[CH2:14][O:13][CH2:12][CH2:11][N:10]([C@@H:15]([C:17]3[CH:22]=[CH:21][CH:20]=[CH:19][CH:18]=3)[CH3:16])[CH2:9]2)=[CH:4][CH:3]=1.C(=O)([O-])[O-].[Na+].[Na+].[CH3:29][N:30](C)C(=O)C, predict the reaction product. The product is: [C:17]1([C@H:15]([N:10]2[CH2:9][C@H:8]([C:5]3[CH:6]=[CH:7][C:2]([C:29]#[N:30])=[CH:3][CH:4]=3)[CH2:14][O:13][CH2:12][CH2:11]2)[CH3:16])[CH:22]=[CH:21][CH:20]=[CH:19][CH:18]=1. (5) Given the reactants C([Li])CCC.C(N[CH:10]([CH3:12])[CH3:11])(C)C.[C:13](=[O:20])([O:17][CH2:18][CH3:19])OCC.[O:21]1C=CC=[C:22]1[CH:26]=[O:27].[O:28]1[CH2:32][CH2:31][CH2:30]C1, predict the reaction product. The product is: [O:21]1[CH2:22][CH2:26][O:27][CH:19]1[CH2:18][O:17][C:13](=[O:20])[CH:30]=[CH:31][C:32]1[O:28][CH:12]=[CH:10][CH:11]=1. (6) Given the reactants [CH2:1]([N:8]1[C:13](=[O:14])[CH2:12][NH:11][C:10]2[N:15]=[CH:16][C:17]([C:19]3[CH:20]=[CH:21][C:22]([C:25]#N)=[N:23][CH:24]=3)=[CH:18][C:9]1=2)[C:2]1[CH:7]=[CH:6][CH:5]=[CH:4][CH:3]=1.[CH2:27]([OH:29])[CH3:28].Cl.[O:31]1CCOCC1, predict the reaction product. The product is: [CH2:27]([O:29][C:25]([C:22]1[CH:21]=[CH:20][C:19]([C:17]2[CH:16]=[N:15][C:10]3[NH:11][CH2:12][C:13](=[O:14])[N:8]([CH2:1][C:2]4[CH:3]=[CH:4][CH:5]=[CH:6][CH:7]=4)[C:9]=3[CH:18]=2)=[CH:24][N:23]=1)=[O:31])[CH3:28]. (7) Given the reactants [Cl:1][C:2]1[CH:10]=[C:9]2[C:5]([C:6]([C:11]([O:13]C)=[O:12])=[CH:7][NH:8]2)=[CH:4][C:3]=1[C:15]1[CH:20]=[CH:19][C:18]([O:21][CH2:22][CH2:23][CH2:24][N:25]2[CH2:30][CH2:29][O:28][CH2:27][C:26]2=[O:31])=[CH:17][CH:16]=1.[OH-].[Na+], predict the reaction product. The product is: [Cl:1][C:2]1[CH:10]=[C:9]2[C:5]([C:6]([C:11]([OH:13])=[O:12])=[CH:7][NH:8]2)=[CH:4][C:3]=1[C:15]1[CH:20]=[CH:19][C:18]([O:21][CH2:22][CH2:23][CH2:24][N:25]2[CH2:30][CH2:29][O:28][CH2:27][C:26]2=[O:31])=[CH:17][CH:16]=1.